This data is from Full USPTO retrosynthesis dataset with 1.9M reactions from patents (1976-2016). The task is: Predict the reactants needed to synthesize the given product. (1) Given the product [C:1]([O:5][C:6]([N:8]1[CH2:13][CH2:12][CH:11]([C:14]([OH:16])=[O:15])[CH:10]([CH3:17])[CH2:9]1)=[O:7])([CH3:4])([CH3:2])[CH3:3], predict the reactants needed to synthesize it. The reactants are: [C:1]([O:5][C:6]([N:8]1[CH2:13][CH2:12][C@H:11]([C:14]([OH:16])=[O:15])[C@H:10]([CH3:17])[CH2:9]1)=[O:7])([CH3:4])([CH3:3])[CH3:2].[Li+].CC([N-]C(C)C)C.CO. (2) Given the product [CH2:1]([C:3]1[C:7]2=[N:8][C:9]([C:12]([NH:14][C:15]3[CH:16]=[N:17][CH:18]=[CH:19][C:20]=3[N:21]3[CH2:26][CH2:25][CH2:24][C@H:23]([NH:27][C:28](=[O:34])[O:29][C:30]([CH3:33])([CH3:32])[CH3:31])[CH2:22]3)=[O:13])=[CH:10][CH:11]=[C:6]2[S:5][CH:4]=1)[CH3:2], predict the reactants needed to synthesize it. The reactants are: [CH:1]([C:3]1[C:7]2=[N:8][C:9]([C:12]([NH:14][C:15]3[CH:16]=[N:17][CH:18]=[CH:19][C:20]=3[N:21]3[CH2:26][CH2:25][CH2:24][C@H:23]([NH:27][C:28](=[O:34])[O:29][C:30]([CH3:33])([CH3:32])[CH3:31])[CH2:22]3)=[O:13])=[CH:10][CH:11]=[C:6]2[S:5][CH:4]=1)=[CH2:2]. (3) Given the product [C:1]([NH:5][C:6]1[C:15]2[C:10](=[C:11]([NH:16][C:24](=[O:25])[C:23]3[C:18]([Cl:17])=[CH:19][CH:20]=[C:21]([CH2:28][NH:29][C:30](=[O:35])[C:31]([CH3:32])([CH3:33])[CH3:34])[C:22]=3[F:27])[CH:12]=[CH:13][CH:14]=2)[N:9]=[CH:8][N:7]=1)([CH3:4])([CH3:2])[CH3:3], predict the reactants needed to synthesize it. The reactants are: [C:1]([NH:5][C:6]1[C:15]2[C:10](=[C:11]([NH2:16])[CH:12]=[CH:13][CH:14]=2)[N:9]=[CH:8][N:7]=1)([CH3:4])([CH3:3])[CH3:2].[Cl:17][C:18]1[C:23]([C:24](O)=[O:25])=[C:22]([F:27])[C:21]([CH2:28][NH:29][C:30](=[O:35])[C:31]([CH3:34])([CH3:33])[CH3:32])=[CH:20][CH:19]=1.C(Cl)(=O)C(Cl)=O.CCN(C(C)C)C(C)C.